Dataset: Peptide-MHC class II binding affinity with 134,281 pairs from IEDB. Task: Regression. Given a peptide amino acid sequence and an MHC pseudo amino acid sequence, predict their binding affinity value. This is MHC class II binding data. (1) The peptide sequence is EICEVVLAKSPDTTC. The MHC is HLA-DQA10401-DQB10402 with pseudo-sequence HLA-DQA10401-DQB10402. The binding affinity (normalized) is 0.179. (2) The binding affinity (normalized) is 0.948. The MHC is HLA-DQA10102-DQB10602 with pseudo-sequence HLA-DQA10102-DQB10602. The peptide sequence is AQLSQLISLLPSTLQ.